From a dataset of Reaction yield outcomes from USPTO patents with 853,638 reactions. Predict the reaction yield, written as a fraction of the theoretical maximum amount of product (1.0 means a 100% yield; for example, 0.34 means a 34% yield). The reactants are [C:1]([C:5]1[CH:10]=[CH:9][C:8]([N+:11]([O-])=O)=[CH:7][C:6]=1[S:14]([NH2:17])(=[O:16])=[O:15])([CH3:4])([CH3:3])[CH3:2].O.O.Cl[Sn]Cl.C([O-])(O)=O.[Na+]. The catalyst is CCO.CCOC(C)=O.O. The product is [C:1]([C:5]1[CH:10]=[CH:9][C:8]([NH2:11])=[CH:7][C:6]=1[S:14]([NH2:17])(=[O:15])=[O:16])([CH3:4])([CH3:2])[CH3:3]. The yield is 1.00.